Predict the reactants needed to synthesize the given product. From a dataset of Full USPTO retrosynthesis dataset with 1.9M reactions from patents (1976-2016). (1) Given the product [CH3:20][O:19][CH2:18][CH2:17][O:16][CH2:15][CH2:14][O:13][CH2:12][CH2:11][C:34]1[CH:35]=[CH:36][C:31]([N+:28]([O-:30])=[O:29])=[CH:32][CH:33]=1, predict the reactants needed to synthesize it. The reactants are: C1(C)C=CC(S(O[CH2:11][CH2:12][O:13][CH2:14][CH2:15][O:16][CH2:17][CH2:18][O:19][CH3:20])(=O)=O)=CC=1.C(=O)([O-])[O-].[K+].[K+].[N+:28]([C:31]1[CH:36]=[CH:35][C:34](O)=[CH:33][CH:32]=1)([O-:30])=[O:29].O. (2) Given the product [CH2:17]([O:22][C:32](=[O:33])[CH2:31][C:28]1[CH:29]=[CH:30][C:25]([O:24][CH3:23])=[CH:26][CH:27]=1)[CH:18]=[CH:19][CH2:20][CH3:21], predict the reactants needed to synthesize it. The reactants are: ClC1C=CC([C@H]([C@H](CC)C=C)C(O)=O)=CC=1.[CH2:17]([OH:22])/[CH:18]=[CH:19]/[CH2:20][CH3:21].[CH3:23][O:24][C:25]1[CH:30]=[CH:29][C:28]([CH2:31][C:32](O)=[O:33])=[CH:27][CH:26]=1. (3) Given the product [Cl:3][C:4]1[CH:5]=[CH:6][C:7]2[N:8]([N:10]=[C:11]([C:24]3[CH:25]=[CH:26][CH:27]=[CH:28][CH:29]=3)[C:12]=2[CH2:13][C:14]2[CH:15]=[C:16]([CH:21]=[CH:22][CH:23]=2)[C:17]([OH:19])=[O:18])[CH:9]=1, predict the reactants needed to synthesize it. The reactants are: [OH-].[K+].[Cl:3][C:4]1[CH:5]=[CH:6][C:7]2[N:8]([N:10]=[C:11]([C:24]3[CH:29]=[CH:28][CH:27]=[CH:26][CH:25]=3)[C:12]=2[CH2:13][C:14]2[CH:15]=[C:16]([CH:21]=[CH:22][CH:23]=2)[C:17]([O:19]C)=[O:18])[CH:9]=1.Cl. (4) Given the product [CH:20]1([NH:23][C:2]2[N:7]=[C:6]([C:8]3[C:9]([C:13]4[CH:18]=[CH:17][C:16]([F:19])=[CH:15][CH:14]=4)=[N:10][NH:11][CH:12]=3)[CH:5]=[CH:4][N:3]=2)[CH2:22][CH2:21]1, predict the reactants needed to synthesize it. The reactants are: Cl[C:2]1[N:7]=[C:6]([C:8]2[C:9]([C:13]3[CH:18]=[CH:17][C:16]([F:19])=[CH:15][CH:14]=3)=[N:10][NH:11][CH:12]=2)[CH:5]=[CH:4][N:3]=1.[CH:20]1([NH2:23])[CH2:22][CH2:21]1. (5) Given the product [Br-:1].[Br:12][CH:11]([N+:17]1[CH:22]=[CH:21][CH:20]=[CH:19][CH:18]=1)[CH2:10][CH2:9][CH2:8][CH2:7][CH2:6][CH2:5][CH2:4][CH2:3][CH3:2], predict the reactants needed to synthesize it. The reactants are: [Br:1][CH2:2][CH2:3][CH2:4][CH2:5][CH2:6][CH2:7][CH2:8][CH2:9][CH2:10][CH2:11][Br:12].CC(C)=O.[N:17]1[CH:22]=[CH:21][CH:20]=[CH:19][CH:18]=1. (6) The reactants are: [NH2:1][C:2]1[N:3]=[C:4]([N:10]2[CH2:15][CH2:14][O:13][CH2:12][CH2:11]2)[S:5][C:6]=1[C:7]([NH2:9])=[O:8].[CH:16]1([C:19](Cl)=O)[CH2:18][CH2:17]1. Given the product [CH:16]1([C:19]2[NH:1][C:2]3[N:3]=[C:4]([N:10]4[CH2:15][CH2:14][O:13][CH2:12][CH2:11]4)[S:5][C:6]=3[C:7](=[O:8])[N:9]=2)[CH2:18][CH2:17]1, predict the reactants needed to synthesize it. (7) Given the product [S:1]1[C:5]([C:6]2[C:7]([O:27][CH3:28])=[CH:8][C:9]([O:25][CH3:26])=[C:10](/[CH:12]=[CH:13]\[C:14]([C:16]3[CH:24]=[CH:23][C:19]([C:20]([OH:22])=[O:21])=[CH:18][CH:17]=3)=[O:15])[CH:11]=2)=[CH:4][C:3]2[CH:29]=[CH:30][CH:31]=[CH:32][C:2]1=2, predict the reactants needed to synthesize it. The reactants are: [S:1]1[C:5]([C:6]2[C:7]([O:27][CH3:28])=[CH:8][C:9]([O:25][CH3:26])=[C:10](/[CH:12]=[CH:13]/[C:14]([C:16]3[CH:24]=[CH:23][C:19]([C:20]([OH:22])=[O:21])=[CH:18][CH:17]=3)=[O:15])[CH:11]=2)=[CH:4][C:3]2[CH:29]=[CH:30][CH:31]=[CH:32][C:2]1=2. (8) Given the product [NH2:32][CH2:31][C:29]1([CH2:33][NH:34][C:2]2[C:11]3[C:6](=[CH:7][CH:8]=[C:9]([CH3:12])[CH:10]=3)[N:5]=[C:4]([N:13]3[CH2:19][C:18]4[CH:20]=[CH:21][CH:22]=[CH:23][C:17]=4[S:16](=[O:25])(=[O:24])[CH2:15][CH2:14]3)[CH:3]=2)[CH2:30][C:27]([F:35])([F:26])[CH2:28]1, predict the reactants needed to synthesize it. The reactants are: Cl[C:2]1[C:11]2[C:6](=[CH:7][CH:8]=[C:9]([CH3:12])[CH:10]=2)[N:5]=[C:4]([N:13]2[CH2:19][C:18]3[CH:20]=[CH:21][CH:22]=[CH:23][C:17]=3[S:16](=[O:25])(=[O:24])[CH2:15][CH2:14]2)[CH:3]=1.[F:26][C:27]1([F:35])[CH2:30][C:29]([CH2:33][NH2:34])([CH2:31][NH2:32])[CH2:28]1. (9) Given the product [Cl:8][C:4]1[CH:5]=[CH:6][CH:7]=[C:2]([Cl:1])[C:3]=1[N:9]1[C:18]2[C:13](=[C:14]([C:29]3[CH:34]=[CH:33][CH:32]=[CH:31][C:30]=3[Cl:35])[CH:15]=[C:16]([CH:19]3[CH2:25][CH2:24][N:23]([CH2:26][CH3:27])[CH2:22][CH2:21][CH2:20]3)[CH:17]=2)[CH2:12][NH:11][C:10]1=[O:36], predict the reactants needed to synthesize it. The reactants are: [Cl:1][C:2]1[CH:7]=[CH:6][CH:5]=[C:4]([Cl:8])[C:3]=1[N:9]1[C:18]2[C:13](=[C:14]([C:29]3[CH:34]=[CH:33][CH:32]=[CH:31][C:30]=3[Cl:35])[CH:15]=[C:16]([CH:19]3[CH2:25][CH2:24][N:23]([CH2:26][CH3:27])[C:22](=O)[CH2:21][CH2:20]3)[CH:17]=2)[CH2:12][NH:11][C:10]1=[O:36].[SiH](CC)(CC)CC.B(F)(F)F.CCOCC.